This data is from Forward reaction prediction with 1.9M reactions from USPTO patents (1976-2016). The task is: Predict the product of the given reaction. (1) Given the reactants OC(C1N=CC(C2N=C3[N:17]([C@H:22]4[CH2:27][CH2:26][C@H:25]([O:28][CH3:29])[CH2:24][CH2:23]4)C(=O)CNC3=NC=2)=CC=1)(C)C.Br[C:31]1[C:32]([NH:38][CH2:39][C:40]([O:42][CH2:43][CH3:44])=[O:41])=[N:33][CH:34]=[C:35]([Br:37])[N:36]=1.Cl.CO[C@H]1CC[C@H](N)CC1.CCN(C(C)C)C(C)C, predict the reaction product. The product is: [Br:37][C:35]1[N:36]=[C:31]([NH:17][C@H:22]2[CH2:27][CH2:26][C@H:25]([O:28][CH3:29])[CH2:24][CH2:23]2)[C:32]([NH:38][CH2:39][C:40]([O:42][CH2:43][CH3:44])=[O:41])=[N:33][CH:34]=1. (2) Given the reactants C[Si](Cl)(C)C.[NH2:6][C:7]([NH2:9])=[O:8].C[O:11][C:12]([CH:14]1[CH2:18][CH2:17][CH2:16][C:15]1=O)=O.[OH-].[Na+].Cl, predict the reaction product. The product is: [NH:6]1[C:15]2[CH2:16][CH2:17][CH2:18][C:14]=2[C:12](=[O:11])[NH:9][C:7]1=[O:8]. (3) Given the reactants [C:1]([N:3]1[C:11]2[CH:10]=[CH:9][C:8]([CH3:12])=[CH:7][C:6]=2[C:5]2[CH2:13][N:14]([CH3:17])[CH2:15][CH2:16][C:4]1=2)#[CH:2].Br[C:19]1[CH:20]=[CH:21][C:22]([O:25][CH3:26])=[N:23][CH:24]=1.CCCC[N+](CCCC)(CCCC)CCCC.[F-:44], predict the reaction product. The product is: [F:44]/[C:2](/[C:19]1[CH:24]=[N:23][C:22]([O:25][CH3:26])=[CH:21][CH:20]=1)=[CH:1]\[N:3]1[C:11]2[CH:10]=[CH:9][C:8]([CH3:12])=[CH:7][C:6]=2[C:5]2[CH2:13][N:14]([CH3:17])[CH2:15][CH2:16][C:4]1=2. (4) Given the reactants [Br:1][C:2]1[CH:3]=[N:4][CH:5]=[C:6]([CH:12]=1)C(OCC)=O.[CH3:13][Mg]Br.C([O:18][CH2:19][CH3:20])C, predict the reaction product. The product is: [Br:1][C:2]1[CH:3]=[N:4][CH:5]=[C:6]([C:19]([OH:18])([CH3:20])[CH3:13])[CH:12]=1. (5) Given the reactants [OH:1][C:2]1[CH:9]=[CH:8][C:5]([CH:6]=[O:7])=[CH:4][CH:3]=1.O[CH2:11][C:12]([CH3:24])([CH3:23])[C:13]([O:15][CH2:16][C:17]1[CH:22]=[CH:21][CH:20]=[CH:19][CH:18]=1)=[O:14].C1(P(C2C=CC=CC=2)C2C=CC=CC=2)C=CC=CC=1.N(C(OCC)=O)=NC(OCC)=O, predict the reaction product. The product is: [CH2:16]([O:15][C:13]([C:12]([CH3:24])([CH3:23])[CH2:11][O:1][C:2]1[CH:9]=[CH:8][C:5]([CH:6]=[O:7])=[CH:4][CH:3]=1)=[O:14])[C:17]1[CH:22]=[CH:21][CH:20]=[CH:19][CH:18]=1.